This data is from Reaction yield outcomes from USPTO patents with 853,638 reactions. The task is: Predict the reaction yield, written as a fraction of the theoretical maximum amount of product (1.0 means a 100% yield; for example, 0.34 means a 34% yield). (1) The reactants are [OH-].[K+].[CH3:3][S:4]([C:7]1[CH:8]=[C:9]2[C:14](=[CH:15][CH:16]=1)[N:13]=[C:12]([C:17]1[CH:22]=[CH:21][CH:20]=[C:19]([C:23]([F:26])([F:25])[F:24])[CH:18]=1)[C:11]([CH2:27][N:28]1[CH2:33][CH2:32][CH:31]([N:34]3[CH2:39][CH2:38][O:37][CH2:36][CH2:35]3)[CH2:30][CH2:29]1)=[C:10]2[C:40]([O:42]C)=[O:41])(=[O:6])=[O:5]. The catalyst is CO.O. The product is [CH3:3][S:4]([C:7]1[CH:8]=[C:9]2[C:14](=[CH:15][CH:16]=1)[N:13]=[C:12]([C:17]1[CH:22]=[CH:21][CH:20]=[C:19]([C:23]([F:26])([F:24])[F:25])[CH:18]=1)[C:11]([CH2:27][N:28]1[CH2:29][CH2:30][CH:31]([N:34]3[CH2:35][CH2:36][O:37][CH2:38][CH2:39]3)[CH2:32][CH2:33]1)=[C:10]2[C:40]([OH:42])=[O:41])(=[O:6])=[O:5]. The yield is 0.810. (2) The reactants are [C:1]1(/[CH:7]=[CH:8]/[C:9]([OH:11])=O)[CH:6]=[CH:5][CH:4]=[CH:3][CH:2]=1.CN(C)C=O.C(Cl)(=O)C(Cl)=O.[NH2:23][C:24]1[CH:45]=[CH:44][C:27]([O:28][C:29]2[CH:30]=[CH:31][C:32]3[N:33]([CH:35]=[C:36]([NH:38][C:39]([CH:41]4[CH2:43][CH2:42]4)=[O:40])[N:37]=3)[N:34]=2)=[CH:26][CH:25]=1. The catalyst is CN(C)C(=O)C.O1CCCC1. The product is [C:1]1(/[CH:7]=[CH:8]/[C:9]([NH:23][C:24]2[CH:45]=[CH:44][C:27]([O:28][C:29]3[CH:30]=[CH:31][C:32]4[N:33]([CH:35]=[C:36]([NH:38][C:39]([CH:41]5[CH2:42][CH2:43]5)=[O:40])[N:37]=4)[N:34]=3)=[CH:26][CH:25]=2)=[O:11])[CH:2]=[CH:3][CH:4]=[CH:5][CH:6]=1. The yield is 0.470. (3) The reactants are [F:1][C:2]([F:13])([F:12])[C:3]1[CH:4]=[C:5]([CH2:9][C:10]#[N:11])[CH:6]=[CH:7][CH:8]=1.Br[CH2:15][CH2:16][CH2:17][CH2:18][CH2:19]Br. No catalyst specified. The product is [F:1][C:2]([F:12])([F:13])[C:3]1[CH:4]=[C:5]([C:9]2([C:10]#[N:11])[CH2:19][CH2:18][CH2:17][CH2:16][CH2:15]2)[CH:6]=[CH:7][CH:8]=1. The yield is 0.900. (4) The reactants are [C:1]([O:5][C:6]([NH:8][CH2:9][C:10]1[CH:18]=[CH:17][C:13]([C:14]([OH:16])=O)=[CH:12][CH:11]=1)=[O:7])([CH3:4])([CH3:3])[CH3:2].[N:19]1([CH2:24][CH2:25][NH2:26])[CH2:23][CH2:22][CH2:21][CH2:20]1.C(Cl)CCl.C1C=CC2N(O)N=NC=2C=1.C(N(CC)CC)C. The catalyst is CN(C=O)C.CCOC(C)=O. The product is [C:1]([O:5][C:6](=[O:7])[NH:8][CH2:9][C:10]1[CH:11]=[CH:12][C:13]([C:14](=[O:16])[NH:26][CH2:25][CH2:24][N:19]2[CH2:23][CH2:22][CH2:21][CH2:20]2)=[CH:17][CH:18]=1)([CH3:2])([CH3:3])[CH3:4]. The yield is 0.610. (5) The reactants are [Br:1][C:2]1[C:3](=[O:27])[NH:4][C:5](=[O:26])[N:6]([CH:25]=1)[C@@H:7]1[O:24][C@H:18]([CH2:19][O:20][C:21](=[O:23])[CH3:22])[C@@H:13]([O:14][C:15](=[O:17])[CH3:16])[C@H:8]1[O:9][C:10](=[O:12])[CH3:11].C(N(CC)CC)C.[C:35](Cl)(=[O:42])[C:36]1[CH:41]=[CH:40][CH:39]=[CH:38][CH:37]=1.N1C=CC=CC=1. The catalyst is ClCCl.O. The product is [Br:1][C:2]1[C:3](=[O:27])[N:4]([C:35](=[O:42])[C:36]2[CH:41]=[CH:40][CH:39]=[CH:38][CH:37]=2)[C:5](=[O:26])[N:6]([CH:25]=1)[C@@H:7]1[O:24][C@H:18]([CH2:19][O:20][C:21](=[O:23])[CH3:22])[C@@H:13]([O:14][C:15](=[O:17])[CH3:16])[C@H:8]1[O:9][C:10](=[O:12])[CH3:11]. The yield is 0.870. (6) The reactants are [Cl-].O[NH3+:3].[C:4](=[O:7])([O-])[OH:5].[Na+].CS(C)=O.[CH2:13]([C:17]1[N:18]([CH2:32][C:33]2[CH:38]=[CH:37][C:36]([C:39]3[C:40]([C:45]#[N:46])=[CH:41][CH:42]=[CH:43][CH:44]=3)=[CH:35][CH:34]=2)[C:19](=[O:31])[C:20]([C:24]2[C:25]([CH3:30])=[N:26][O:27][C:28]=2[CH3:29])=[C:21]([CH3:23])[N:22]=1)[CH2:14][CH2:15][CH3:16]. The catalyst is O. The product is [CH2:13]([C:17]1[N:18]([CH2:32][C:33]2[CH:34]=[CH:35][C:36]([C:39]3[CH:44]=[CH:43][CH:42]=[CH:41][C:40]=3[C:45]3[NH:3][C:4](=[O:7])[O:5][N:46]=3)=[CH:37][CH:38]=2)[C:19](=[O:31])[C:20]([C:24]2[C:25]([CH3:30])=[N:26][O:27][C:28]=2[CH3:29])=[C:21]([CH3:23])[N:22]=1)[CH2:14][CH2:15][CH3:16]. The yield is 0.190. (7) The reactants are [F:1][CH:2]([F:17])[O:3][C:4]1[N:8]([CH:9]([CH3:11])[CH3:10])[N:7]=[C:6]([C:12]([F:15])([F:14])[F:13])[C:5]=1[CH3:16].[Br:18]N1C(=O)CCC1=O.N(C(C)(C)C#N)=NC(C)(C)C#N.O. The catalyst is C(Cl)(Cl)(Cl)Cl. The product is [Br:18][CH2:16][C:5]1[C:6]([C:12]([F:15])([F:14])[F:13])=[N:7][N:8]([CH:9]([CH3:10])[CH3:11])[C:4]=1[O:3][CH:2]([F:1])[F:17]. The yield is 0.407.